The task is: Predict the reactants needed to synthesize the given product.. This data is from Full USPTO retrosynthesis dataset with 1.9M reactions from patents (1976-2016). (1) Given the product [N:1]1[C:10]2[C:5](=[CH:6][C:7]([C:11](=[O:13])[CH2:15][C:16]3[CH:21]=[CH:20][CH:19]=[CH:18][N:17]=3)=[CH:8][CH:9]=2)[CH:4]=[CH:3][CH:2]=1, predict the reactants needed to synthesize it. The reactants are: [N:1]1[C:10]2[C:5](=[CH:6][C:7]([C:11]([O:13]C)=O)=[CH:8][CH:9]=2)[CH:4]=[CH:3][CH:2]=1.[CH3:15][C:16]1[CH:21]=[CH:20][CH:19]=[CH:18][N:17]=1. (2) Given the product [F:16][C:17]1[CH:18]=[N:19][C:20]([O:26][C:27]2[CH:32]=[CH:31][CH:30]=[C:29]([S:33][CH3:34])[CH:28]=2)=[C:21]([CH:25]=1)[C:22]([NH:1][C:2]1[C:7]([OH:8])=[CH:6][CH:5]=[CH:4][N:3]=1)=[O:23], predict the reactants needed to synthesize it. The reactants are: [NH2:1][C:2]1[C:7]([OH:8])=[CH:6][CH:5]=[CH:4][N:3]=1.C(N(CC)CC)C.[F:16][C:17]1[CH:18]=[N:19][C:20]([O:26][C:27]2[CH:32]=[CH:31][CH:30]=[C:29]([S:33][CH3:34])[CH:28]=2)=[C:21]([CH:25]=1)[C:22](O)=[O:23].Cl.CN(C)CCCN=C=NCC.ON1C2C=CC=CC=2N=N1. (3) Given the product [CH3:15][N:14]([CH3:16])[C:13]([C:11]1[N:12]=[C:8]([NH2:7])[S:9][CH:10]=1)=[O:17], predict the reactants needed to synthesize it. The reactants are: C(OC(=O)[NH:7][C:8]1[S:9][CH:10]=[C:11]([C:13](=[O:17])[N:14]([CH3:16])[CH3:15])[N:12]=1)(C)(C)C.FC(F)(F)C(O)=O. (4) Given the product [C:1]([C:5]1[N:9]([CH:10]2[CH2:12][CH2:11]2)[C:8]([C:13]2([C:21]3[S:22][CH:23]=[CH:24][CH:25]=3)[CH2:16][CH:15]([OH:17])[CH2:14]2)=[N:7][N:6]=1)([CH3:4])([CH3:2])[CH3:3], predict the reactants needed to synthesize it. The reactants are: [C:1]([C:5]1[N:9]([CH:10]2[CH2:12][CH2:11]2)[C:8]([C:13]2([C:21]3[S:22][CH:23]=[CH:24][CH:25]=3)[CH2:16][CH:15]([O:17]COC)[CH2:14]2)=[N:7][N:6]=1)([CH3:4])([CH3:3])[CH3:2].Cl. (5) The reactants are: [NH2:1][C@H:2]([C:8]([OH:10])=[O:9])[CH2:3][CH2:4][C:5]([OH:7])=[O:6].C([O-])([O-])=O.[Na+].[Na+].[CH3:17][C:18]([O:21][C:22](O[C:22]([O:21][C:18]([CH3:20])([CH3:19])[CH3:17])=[O:23])=[O:23])([CH3:20])[CH3:19].[Na+].[Cl-]. Given the product [NH:1]([C:22]([O:21][C:18]([CH3:20])([CH3:19])[CH3:17])=[O:23])[C@H:2]([C:8]([OH:10])=[O:9])[CH2:3][CH2:4][C:5](=[O:7])[OH:6], predict the reactants needed to synthesize it. (6) Given the product [Na+:40].[CH3:1][O:2][C:3]1[CH:4]=[CH:5][C:6]([C:9]2[C:17]3[C:16]([NH:18][C:19]4[CH:20]=[C:21]([CH:27]=[CH:28][CH:29]=4)[O:22][CH2:23][C:24]([O-:26])=[O:25])=[N:15][CH:14]=[N:13][C:12]=3[O:11][C:10]=2[C:30]2[CH:35]=[CH:34][CH:33]=[CH:32][CH:31]=2)=[CH:7][CH:8]=1, predict the reactants needed to synthesize it. The reactants are: [CH3:1][O:2][C:3]1[CH:8]=[CH:7][C:6]([C:9]2[C:17]3[C:16]([NH:18][C:19]4[CH:20]=[C:21]([CH:27]=[CH:28][CH:29]=4)[O:22][CH2:23][C:24]([OH:26])=[O:25])=[N:15][CH:14]=[N:13][C:12]=3[O:11][C:10]=2[C:30]2[CH:35]=[CH:34][CH:33]=[CH:32][CH:31]=2)=[CH:5][CH:4]=1.CO.O.[OH-].[Na+:40].